This data is from Full USPTO retrosynthesis dataset with 1.9M reactions from patents (1976-2016). The task is: Predict the reactants needed to synthesize the given product. (1) Given the product [CH2:1]([O:3][C:4]([C:6]1[C:7]([OH:25])=[C:8]2[CH:14]=[CH:13][N:12]([CH2:17][C:18]3[CH:23]=[CH:22][C:21]([F:24])=[CH:20][CH:19]=3)[C:9]2=[CH:10][N:11]=1)=[O:5])[CH3:2], predict the reactants needed to synthesize it. The reactants are: [CH2:1]([O:3][C:4]([C:6]1[C:7]([OH:25])=[C:8]2[C:14](Br)=[C:13](Br)[N:12]([CH2:17][C:18]3[CH:23]=[CH:22][C:21]([F:24])=[CH:20][CH:19]=3)[C:9]2=[CH:10][N:11]=1)=[O:5])[CH3:2].C([O-])=O.[NH4+]. (2) Given the product [N:1]1[CH:6]=[CH:5][CH:4]=[CH:3][C:2]=1[C:12]([C:8]1[O:7][CH:11]=[N:10][N:9]=1)([OH:17])[CH3:13], predict the reactants needed to synthesize it. The reactants are: [N:1]1[CH:6]=[CH:5][CH:4]=[CH:3][CH:2]=1.[O:7]1[CH:11]=[N:10][N:9]=[C:8]1[CH2:12][CH2:13]O.CS(Cl)(=O)=[O:17].C(N(CC)CC)C. (3) Given the product [CH:8]1([N:14]2[CH:6]([C:2]3[S:1][CH:5]=[CH:4][CH:3]=3)[CH:16]([C:15]([NH:32][C:31]3[CH:33]=[CH:34][CH:35]=[C:29]([O:28][CH3:27])[CH:30]=3)=[O:26])[C:17]3[C:18](=[CH:22][CH:23]=[CH:24][CH:25]=3)[C:19]2=[O:21])[CH2:13][CH2:12][CH2:11][CH2:10][CH2:9]1, predict the reactants needed to synthesize it. The reactants are: [S:1]1[CH:5]=[CH:4][CH:3]=[C:2]1[CH:6]=O.[CH:8]1([NH2:14])[CH2:13][CH2:12][CH2:11][CH2:10][CH2:9]1.[C:15]1(=[O:26])[O:21][C:19](=O)[C:18]2=[CH:22][CH:23]=[CH:24][CH:25]=[C:17]2[CH2:16]1.[CH3:27][O:28][C:29]1[CH:30]=[C:31]([CH:33]=[CH:34][CH:35]=1)[NH2:32]. (4) Given the product [O:1]1[C:5]2[CH:6]=[CH:7][C:8]([C:10]3[O:11][C:14]([SH:15])=[N:13][N:12]=3)=[CH:9][C:4]=2[CH2:3][CH2:2]1, predict the reactants needed to synthesize it. The reactants are: [O:1]1[C:5]2[CH:6]=[CH:7][C:8]([C:10]([NH:12][NH2:13])=[O:11])=[CH:9][C:4]=2[CH2:3][CH2:2]1.[C:14](=S)=[S:15].C(N(CC)CC)C. (5) Given the product [CH3:13][O:12][C:9]1[CH:10]=[C:11]2[C:6]([CH2:5][CH2:4][CH:3]=[C:2]2[C:14]([O:16][CH3:17])=[O:15])=[CH:7][CH:8]=1, predict the reactants needed to synthesize it. The reactants are: O[C:2]1([C:14]([O:16][CH3:17])=[O:15])[C:11]2[C:6](=[CH:7][CH:8]=[C:9]([O:12][CH3:13])[CH:10]=2)[CH2:5][CH2:4][CH2:3]1.CC1C=CC(S(O)(=O)=O)=CC=1. (6) Given the product [CH3:31][C@H:32]1[CH2:33][O:34][CH2:35][CH2:36][N:37]1[N:5]1[C:6]([CH2:8][S:9]([CH3:12])(=[O:11])=[O:10])=[CH:7][CH:2]=[N:3][CH:4]1[C:13]1[CH:14]=[C:15]2[C:19](=[CH:20][CH:21]=1)[NH:18][CH:17]=[CH:16]2, predict the reactants needed to synthesize it. The reactants are: Cl[C:2]1[CH:7]=[C:6]([CH2:8][S:9]([CH3:12])(=[O:11])=[O:10])[N:5]=[C:4]([C:13]2[CH:14]=[C:15]3[C:19](=[CH:20][CH:21]=2)[NH:18][CH:17]=[CH:16]3)[N:3]=1.CCN(C(C)C)C(C)C.[CH3:31][C@@H:32]1[NH:37][CH2:36][CH2:35][O:34][CH2:33]1. (7) Given the product [F:9][C:10]1[CH:11]=[C:12]([C@:16]2([CH2:26][N:27]3[C:31]([S:33][CH3:32])=[N:30][CH:29]=[N:28]3)[C@@H:18]([C:19]3[CH:24]=[CH:23][CH:22]=[CH:21][C:20]=3[CH3:25])[O:17]2)[CH:13]=[CH:14][CH:15]=1, predict the reactants needed to synthesize it. The reactants are: C([N-]C(C)C)(C)C.[Li+].[F:9][C:10]1[CH:11]=[C:12]([C@:16]2([CH2:26][N:27]3[CH:31]=[N:30][CH:29]=[N:28]3)[C@@H:18]([C:19]3[CH:24]=[CH:23][CH:22]=[CH:21][C:20]=3[CH3:25])[O:17]2)[CH:13]=[CH:14][CH:15]=1.[CH3:32][S:33]SC.[Cl-].[NH4+]. (8) The reactants are: [CH2:1]([C:8]1[CH:13]=[CH:12][CH:11]=[CH:10][C:9]=1[OH:14])[C:2]1[CH:7]=[CH:6][CH:5]=[CH:4][CH:3]=1.[Br-:15].[Br-].[Br-].C([N+](CCCC)(CCCC)CCCC)CCC.C([N+](CCCC)(CCCC)CCCC)CCC.C([N+](CCCC)(CCCC)CCCC)CCC. Given the product [CH2:1]([C:8]1[CH:13]=[C:12]([Br:15])[CH:11]=[CH:10][C:9]=1[OH:14])[C:2]1[CH:3]=[CH:4][CH:5]=[CH:6][CH:7]=1, predict the reactants needed to synthesize it.